From a dataset of Forward reaction prediction with 1.9M reactions from USPTO patents (1976-2016). Predict the product of the given reaction. (1) The product is: [Cl:34][CH2:35][CH2:36][CH2:37][N:10]1[C:11]2[C:7](=[CH:6][CH:5]=[CH:4][C:3]=2[O:2][CH3:1])[C:8]([C:25](=[O:26])[CH2:24][C:18]2[CH:23]=[CH:22][CH:21]=[CH:20][CH:19]=2)=[CH:9]1. Given the reactants [CH3:1][O:2][C:3]1[CH:4]=[CH:5][CH:6]=[C:7]2[C:11]=1[NH:10][CH:9]=[CH:8]2.[Al](Cl)(CC)CC.[C:18]1([CH2:24][C:25](Cl)=[O:26])[CH:23]=[CH:22][CH:21]=[CH:20][CH:19]=1.C([O-])([O-])=O.[Cs+].[Cs+].[Cl:34][CH2:35][CH2:36][CH2:37]I, predict the reaction product. (2) Given the reactants [NH2:1][C:2]1[C:7](Cl)=[N:6][CH:5]=[CH:4][N:3]=1.[F:9][C:10]1[CH:15]=[CH:14][C:13](B(O)O)=[CH:12][CH:11]=1, predict the reaction product. The product is: [F:9][C:10]1[CH:15]=[CH:14][C:13]([C:7]2[C:2]([NH2:1])=[N:3][CH:4]=[CH:5][N:6]=2)=[CH:12][CH:11]=1. (3) Given the reactants [NH2:1][C@H:2]([C:4]1[N:8]([CH:9]2[CH2:14][CH2:13][CH:12]([C:15]#[N:16])[CH2:11][CH2:10]2)[C:7]2[CH:17]=[C:18]([F:21])[CH:19]=[CH:20][C:6]=2[N:5]=1)[CH3:3].Cl[C:23]1[N:31]=[CH:30][N:29]=[C:28]2[C:24]=1[N:25]=[CH:26][N:27]2C1CCCCO1.CCN(C(C)C)C(C)C.Cl, predict the reaction product. The product is: [F:21][C:18]1[CH:19]=[CH:20][C:6]2[N:5]=[C:4]([C@@H:2]([NH:1][C:23]3[N:31]=[CH:30][N:29]=[C:28]4[C:24]=3[N:25]=[CH:26][NH:27]4)[CH3:3])[N:8]([CH:9]3[CH2:14][CH2:13][CH:12]([C:15]#[N:16])[CH2:11][CH2:10]3)[C:7]=2[CH:17]=1. (4) Given the reactants [O:1]=[C:2]1[C:7]([CH:8]([NH:10][C:11](=O)[CH3:12])[CH3:9])=[N:6][N:5]=[C:4]([C:14]2[CH:19]=[CH:18][CH:17]=[CH:16][CH:15]=2)[NH:3]1.P(Cl)(Cl)(Cl)=O, predict the reaction product. The product is: [CH3:9][C:8]1[N:10]=[C:11]([CH3:12])[N:6]2[C:7]=1[C:2](=[O:1])[NH:3][C:4]([C:14]1[CH:19]=[CH:18][CH:17]=[CH:16][CH:15]=1)=[N:5]2. (5) Given the reactants C(OC(=O)[CH2:5][C:6]([NH:8][CH2:9][CH:10]([CH:16]([CH3:18])[CH3:17])[C:11]([O:13]CC)=O)=[O:7])C.C[O-].[Na+].C(Cl)Cl.CCO, predict the reaction product. The product is: [CH:16]([CH:10]1[CH2:9][NH:8][C:6](=[O:7])[CH2:5][C:11]1=[O:13])([CH3:17])[CH3:18]. (6) The product is: [N:1]1([CH2:10][CH2:11][C:12]([NH:23][C:22]2[CH:24]=[CH:25][C:19]([C:15]([CH3:18])([CH3:17])[CH3:16])=[CH:20][CH:21]=2)=[O:14])[C:5]2[CH:6]=[CH:7][CH:8]=[CH:9][C:4]=2[N:3]=[CH:2]1. Given the reactants [N:1]1([CH2:10][CH2:11][C:12]([OH:14])=O)[C:5]2[CH:6]=[CH:7][CH:8]=[CH:9][C:4]=2[N:3]=[CH:2]1.[C:15]([C:19]1[CH:25]=[CH:24][C:22]([NH2:23])=[CH:21][CH:20]=1)([CH3:18])([CH3:17])[CH3:16], predict the reaction product.